Dataset: Reaction yield outcomes from USPTO patents with 853,638 reactions. Task: Predict the reaction yield, written as a fraction of the theoretical maximum amount of product (1.0 means a 100% yield; for example, 0.34 means a 34% yield). (1) The reactants are [Cl:1][C:2]1[S:20][C:5]2=[CH:6][C:7]3[N:8](C(=O)C(F)(F)F)[CH2:9][CH2:10][O:11][C:12]=3[CH:13]=[C:4]2[N:3]=1.[BH4-].[Na+]. The catalyst is CO.O. The product is [Cl:1][C:2]1[S:20][C:5]2=[CH:6][C:7]3[NH:8][CH2:9][CH2:10][O:11][C:12]=3[CH:13]=[C:4]2[N:3]=1. The yield is 0.490. (2) No catalyst specified. The product is [Na:1].[CH3:31][O:32][CH2:33][C:34]1([CH2:40][CH2:10][O:11][C:12]2[CH:17]=[CH:16][N:15]=[C:14]([CH2:18][S:19]([C:21]3[NH:25][C:24]4[CH:26]=[CH:27][CH:28]=[CH:29][C:23]=4[N:22]=3)=[O:20])[C:13]=2[CH3:30])[O:39][CH2:38][CH2:37][CH2:36][O:35]1. The yield is 0.0700. The reactants are [Na:1].COC1OCC([CH2:10][O:11][C:12]2[CH:17]=[CH:16][N:15]=[C:14]([CH2:18][S:19]([C:21]3[NH:25][C:24]4[CH:26]=[CH:27][CH:28]=[CH:29][C:23]=4[N:22]=3)=[O:20])[C:13]=2[CH3:30])CO1.[CH3:31][O:32][CH2:33][C:34]1([CH2:40]CO)[O:39][CH2:38][CH2:37][CH2:36][O:35]1. (3) The reactants are [CH3:1][N:2]1[C:10]([CH2:11][CH2:12][CH2:13][C:14]([OH:16])=[O:15])=[N:9][C:8]2[CH:7]=[C:6]([N:17]([CH2:21][CH2:22][Cl:23])[CH2:18][CH2:19][Cl:20])[CH:5]=[CH:4][C:3]1=2.Cl.[CH2:25](O)[CH2:26][CH2:27][CH2:28][CH2:29][CH2:30][CH2:31][CH2:32][CH2:33][CH2:34][CH2:35][CH2:36][CH2:37][CH2:38][CH2:39][CH2:40][CH2:41][CH2:42][CH2:43][CH2:44][CH2:45][CH3:46].C1(N=C=NC2CCCCC2)CCCCC1. The catalyst is ClCCl. The product is [CH2:46]([O:15][C:14](=[O:16])[CH2:13][CH2:12][CH2:11][C:10]1[N:2]([CH3:1])[C:3]2[CH:4]=[CH:5][C:6]([N:17]([CH2:18][CH2:19][Cl:20])[CH2:21][CH2:22][Cl:23])=[CH:7][C:8]=2[N:9]=1)[CH2:45][CH2:44][CH2:43][CH2:42][CH2:41][CH2:40][CH2:39][CH2:38][CH2:37][CH2:36][CH2:35][CH2:34][CH2:33][CH2:32][CH2:31][CH2:30][CH2:29][CH2:28][CH2:27][CH2:26][CH3:25]. The yield is 0.431. (4) The reactants are [Al].[Pb](Br)Br.Cl.[Cl:6][C:7]1[CH:12]=[C:11]([CH:13](O)[C:14](Cl)([Cl:16])[Cl:15])[CH:10]=[CH:9][C:8]=1[OH:19]. The catalyst is CO. The product is [Cl:6][C:7]1[CH:12]=[C:11]([CH:13]=[C:14]([Cl:16])[Cl:15])[CH:10]=[CH:9][C:8]=1[OH:19]. The yield is 0.870. (5) The catalyst is O1CCOCC1. The yield is 0.910. The product is [CH:10]1[C:11]2[CH:12]([CH2:14][O:15][C:16](=[O:36])[NH:17][C:18]([N:21]3[C:29]4[C:24](=[CH:25][CH:26]=[C:27]5[CH:33]=[C:32]([O:34][CH3:35])[CH:31]=[CH:30][C:28]5=4)[CH:23]=[N:22]3)([CH3:20])[CH3:19])[C:13]3[C:5](=[CH:4][CH:3]=[CH:2][CH:1]=3)[C:6]=2[CH:7]=[CH:8][CH:9]=1. The reactants are [CH:1]1[C:13]2[CH:12]([CH2:14][O:15][C:16](=[O:36])[NH:17][C:18]([N:21]3[C:29]4[C:28]5[CH:30]=[CH:31][C:32]([O:34][CH3:35])=[CH:33][C:27]=5[CH2:26][CH2:25][C:24]=4[CH:23]=[N:22]3)([CH3:20])[CH3:19])[C:11]3[C:6](=[CH:7][CH:8]=[CH:9][CH:10]=3)[C:5]=2[CH:4]=[CH:3][CH:2]=1.C(C1C(=O)C(Cl)=C(Cl)C(=O)C=1C#N)#N.C([O-])(O)=O.[Na+]. (6) The reactants are C([O:4][C:5]1[C:13]2[O:12][CH:11]=[CH:10][C:9]=2[CH:8]=[C:7]([C:14]([O:16][CH2:17][CH3:18])=[O:15])[CH:6]=1)(=O)C.C(=O)([O-])[O-].[K+].[K+]. The catalyst is C(O)C.ClCCl. The product is [OH:4][C:5]1[C:13]2[O:12][CH:11]=[CH:10][C:9]=2[CH:8]=[C:7]([C:14]([O:16][CH2:17][CH3:18])=[O:15])[CH:6]=1. The yield is 0.380. (7) The reactants are [Cl:1][C:2]1[CH:3]=[C:4]([CH:15]=[CH:16][C:17]=1[Cl:18])[CH2:5][O:6][C:7]1[CH:14]=[CH:13][C:10]([CH:11]=O)=[CH:9][CH:8]=1.[NH:19]1[CH2:22][CH:21]([C:23]([OH:25])=[O:24])[CH2:20]1.CC(O)=O.C([BH3-])#N.[Na+]. The catalyst is CO. The product is [Cl:1][C:2]1[CH:3]=[C:4]([CH:15]=[CH:16][C:17]=1[Cl:18])[CH2:5][O:6][C:7]1[CH:14]=[CH:13][C:10]([CH2:11][N:19]2[CH2:22][CH:21]([C:23]([OH:25])=[O:24])[CH2:20]2)=[CH:9][CH:8]=1. The yield is 0.600. (8) The reactants are [CH:1]1([NH:4][C:5]2[CH:10]=[CH:9][N:8]=[CH:7][C:6]=2[N+:11]([O-])=O)[CH2:3][CH2:2]1.OCC1(OC[C@@H](O)[C@@H](O)[C@H]1O)O. The catalyst is C(O)C.[Pd]. The product is [CH:1]1([NH:4][C:5]2[CH:10]=[CH:9][N:8]=[CH:7][C:6]=2[NH2:11])[CH2:3][CH2:2]1. The yield is 0.950. (9) The reactants are [I-].[CH3:2][S+](C)(C)=O.[H-].[Na+].[O:9]=[C:10]([CH3:26])[CH2:11][CH2:12][N:13]1[CH2:18][CH2:17][N:16]([C:19]([O:21][C:22]([CH3:25])([CH3:24])[CH3:23])=[O:20])[CH2:15][CH2:14]1.O. The catalyst is CS(C)=O. The product is [CH3:26][C:10]1([CH2:11][CH2:12][N:13]2[CH2:18][CH2:17][N:16]([C:19]([O:21][C:22]([CH3:25])([CH3:24])[CH3:23])=[O:20])[CH2:15][CH2:14]2)[CH2:2][O:9]1. The yield is 0.870.